Predict the reaction yield, written as a fraction of the theoretical maximum amount of product (1.0 means a 100% yield; for example, 0.34 means a 34% yield). From a dataset of Reaction yield outcomes from USPTO patents with 853,638 reactions. (1) The reactants are [CH3:1][C:2]1[C:6]([CH2:7][N:8]2[CH:12]=[C:11]([N:13]3[C:17](=[O:18])[CH2:16][NH:15][C:14]3=[O:19])[CH:10]=[N:9]2)=[C:5]([CH3:20])[O:4][N:3]=1.[Cl:21][C:22]1[CH:23]=[C:24]([CH:28]=[CH:29][CH:30]=1)[CH2:25][CH2:26]Br. No catalyst specified. The product is [Cl:21][C:22]1[CH:23]=[C:24]([CH:28]=[CH:29][CH:30]=1)[CH2:25][CH2:26][N:15]1[CH2:16][C:17](=[O:18])[N:13]([C:11]2[CH:10]=[N:9][N:8]([CH2:7][C:6]3[C:2]([CH3:1])=[N:3][O:4][C:5]=3[CH3:20])[CH:12]=2)[C:14]1=[O:19]. The yield is 0.270. (2) The reactants are B(Br)(Br)Br.[Cl:5][C:6]1[CH:11]=[CH:10][C:9]([CH2:12][C:13]#[N:14])=[CH:8][C:7]=1[O:15]C.O. The catalyst is ClCCl. The product is [Cl:5][C:6]1[CH:11]=[CH:10][C:9]([CH2:12][C:13]#[N:14])=[CH:8][C:7]=1[OH:15]. The yield is 0.850. (3) The reactants are [Cl:1][C:2]1[CH:11]=[CH:10][C:5]([C:6]([O:8][CH3:9])=[O:7])=[C:4]([NH:12][CH2:13][CH2:14][CH2:15][OH:16])[C:3]=1[NH:17][C:18](=S)[NH:19][C:20]1[C:21]([CH3:29])=[N:22][C:23]([O:27][CH3:28])=[N:24][C:25]=1[CH3:26].Cl.C(N=C=NCCCN(C)C)C.C(N(CC)CC)C. The catalyst is O1CCCC1.C(=O)([O-])O.[Na+]. The product is [Cl:1][C:2]1[C:3]2[N:17]=[C:18]([NH:19][C:20]3[C:21]([CH3:29])=[N:22][C:23]([O:27][CH3:28])=[N:24][C:25]=3[CH3:26])[N:12]([CH2:13][CH2:14][CH2:15][OH:16])[C:4]=2[C:5]([C:6]([O:8][CH3:9])=[O:7])=[CH:10][CH:11]=1. The yield is 0.980. (4) The reactants are [CH3:1][Mg]Br.CON(C)[C:7]([C:9]1[N:10]([S:22](=[O:27])(=[O:26])[N:23]([CH3:25])[CH3:24])[N:11]=[C:12]([CH2:14][O:15][C:16]2[CH:21]=[CH:20][CH:19]=[CH:18][CH:17]=2)[CH:13]=1)=[O:8]. The catalyst is C1(C)C=CC=CC=1.C1COCC1.[NH4+].[Cl-]. The product is [CH3:25][N:23]([CH3:24])[S:22]([N:10]1[C:9]([C:7](=[O:8])[CH3:1])=[CH:13][C:12]([CH2:14][O:15][C:16]2[CH:17]=[CH:18][CH:19]=[CH:20][CH:21]=2)=[N:11]1)(=[O:26])=[O:27]. The yield is 0.890. (5) The reactants are FC(F)(F)S(O[C:7]1[CH:12]=[CH:11][N:10]=[C:9]([NH:13][C:14]2[CH:19]=[CH:18][C:17]([C:20]#[N:21])=[CH:16][CH:15]=2)[N:8]=1)(=O)=O.[Cl:24][C:25]1[CH:30]=[C:29]([C:31]([F:34])([F:33])[F:32])[CH:28]=[C:27]([Cl:35])[C:26]=1[NH2:36]. The catalyst is O1CCOCC1. The product is [Cl:24][C:25]1[CH:30]=[C:29]([C:31]([F:34])([F:32])[F:33])[CH:28]=[C:27]([Cl:35])[C:26]=1[NH:36][C:7]1[CH:12]=[CH:11][N:10]=[C:9]([NH:13][C:14]2[CH:15]=[CH:16][C:17]([C:20]#[N:21])=[CH:18][CH:19]=2)[N:8]=1. The yield is 0.0920. (6) The reactants are C(N(CC)CC)C.[CH3:8][S:9](Cl)(=[O:11])=[O:10].[CH:13]1([CH2:16][N:17]2[C:25]([N:26]3[CH2:31][C@H:30]([CH3:32])[NH:29][C@H:28]([CH3:33])[CH2:27]3)=[N:24][C:23]3[C:18]2=[N:19][C:20]([C:40]2[CH:41]=[N:42][C:43]([NH2:46])=[N:44][CH:45]=2)=[N:21][C:22]=3[N:34]2[CH2:39][CH2:38][O:37][CH2:36][CH2:35]2)[CH2:15][CH2:14]1. The product is [CH:13]1([CH2:16][N:17]2[C:25]([N:26]3[CH2:31][C@H:30]([CH3:32])[N:29]([S:9]([CH3:8])(=[O:11])=[O:10])[C@H:28]([CH3:33])[CH2:27]3)=[N:24][C:23]3[C:18]2=[N:19][C:20]([C:40]2[CH:41]=[N:42][C:43]([NH2:46])=[N:44][CH:45]=2)=[N:21][C:22]=3[N:34]2[CH2:35][CH2:36][O:37][CH2:38][CH2:39]2)[CH2:15][CH2:14]1. The catalyst is ClCCl.ClCCl.CO. The yield is 0.130. (7) The reactants are [Cl:1][C:2]1[C:7]([N+:8]([O-:10])=[O:9])=[CH:6][CH:5]=[CH:4][C:3]=1[OH:11].C([O-])([O-])=O.[K+].[K+].Cl.Cl[CH2:20][CH2:21][N:22]1[CH2:27][CH2:26][O:25][CH2:24][CH2:23]1.O. The catalyst is CN(C=O)C. The product is [Cl:1][C:2]1[C:7]([N+:8]([O-:10])=[O:9])=[CH:6][CH:5]=[CH:4][C:3]=1[O:11][CH2:20][CH2:21][N:22]1[CH2:27][CH2:26][O:25][CH2:24][CH2:23]1. The yield is 0.870. (8) The reactants are [OH:1][CH2:2][CH2:3][CH2:4][O:5][CH2:6][CH2:7][O:8][CH2:9][CH2:10][O:11][CH2:12][CH2:13][NH:14][C:15](=[O:21])[O:16][C:17]([CH3:20])([CH3:19])[CH3:18].C(N(CC)CC)C.[CH3:29][C:30]1[CH:35]=[CH:34][C:33]([S:36](Cl)(=[O:38])=[O:37])=[CH:32][CH:31]=1.O. The catalyst is CN(C)C1C=CN=CC=1.ClCCl. The product is [CH3:29][C:30]1[CH:35]=[CH:34][C:33]([S:36]([O:1][CH2:2][CH2:3][CH2:4][O:5][CH2:6][CH2:7][O:8][CH2:9][CH2:10][O:11][CH2:12][CH2:13][NH:14][C:15](=[O:21])[O:16][C:17]([CH3:18])([CH3:20])[CH3:19])(=[O:38])=[O:37])=[CH:32][CH:31]=1. The yield is 0.770. (9) The reactants are [N:1]([O-])=O.[Na+].[F:5][C:6]1([F:16])[O:10][C:9]2[CH:11]=[CH:12][CH:13]=[C:14]([NH2:15])[C:8]=2[O:7]1.Cl.[CH3:18][C:19](=[O:24])[CH2:20][C:21](=[O:23])[CH3:22].C([O-])(=O)C.[Na+]. The catalyst is O.CO. The product is [F:16][C:6]1([F:5])[O:10][C:9]2[CH:11]=[CH:12][CH:13]=[C:14]([NH:15][N:1]=[C:20]([C:19](=[O:24])[CH3:18])[C:21](=[O:23])[CH3:22])[C:8]=2[O:7]1. The yield is 0.900. (10) The reactants are [CH:1]1([C:7]2[CH:12]=[C:11]([O:13][CH3:14])[C:10]([O:15]C(C)C)=[CH:9][C:8]=2[C:19](=[O:21])[CH3:20])[CH2:6][CH2:5][CH2:4][CH2:3][CH2:2]1.[Al+3].[Cl-].[Cl-].[Cl-]. The catalyst is C(Cl)Cl. The product is [CH:1]1([C:7]2[CH:12]=[C:11]([O:13][CH3:14])[C:10]([OH:15])=[CH:9][C:8]=2[C:19](=[O:21])[CH3:20])[CH2:2][CH2:3][CH2:4][CH2:5][CH2:6]1. The yield is 0.720.